From a dataset of Reaction yield outcomes from USPTO patents with 853,638 reactions. Predict the reaction yield, written as a fraction of the theoretical maximum amount of product (1.0 means a 100% yield; for example, 0.34 means a 34% yield). (1) The reactants are Cl.[Cl:2][C:3]1[CH:4]=[CH:5][C:6]([CH3:11])=[C:7]([NH:9][NH2:10])[CH:8]=1.Cl.[CH3:13]/[C:14](/N)=[CH:15]\[C:16]#[N:17].C(=O)(O)[O-].[Na+]. The catalyst is C(O)C. The product is [Cl:2][C:3]1[CH:4]=[CH:5][C:6]([CH3:11])=[C:7]([N:9]2[C:16]([NH2:17])=[CH:15][C:14]([CH3:13])=[N:10]2)[CH:8]=1. The yield is 0.820. (2) The reactants are Cl[CH2:2][CH2:3][N:4]1[C:12]2[C:7](=[N:8][C:9]([O:15][CH3:16])=[C:10]([O:13][CH3:14])[CH:11]=2)[C:6]([C:17]2[N:26]([S:27]([C:30]3[CH:35]=[CH:34][C:33]([CH3:36])=[CH:32][CH:31]=3)(=[O:29])=[O:28])[C:20]3=[N:21][CH:22]=[CH:23][C:24]([Cl:25])=[C:19]3[CH:18]=2)=[CH:5]1.[Na+].[I-:38]. The catalyst is CC(=O)CC. The product is [Cl:25][C:24]1[CH:23]=[CH:22][N:21]=[C:20]2[N:26]([S:27]([C:30]3[CH:31]=[CH:32][C:33]([CH3:36])=[CH:34][CH:35]=3)(=[O:29])=[O:28])[C:17]([C:6]3[C:7]4=[N:8][C:9]([O:15][CH3:16])=[C:10]([O:13][CH3:14])[CH:11]=[C:12]4[N:4]([CH2:3][CH2:2][I:38])[CH:5]=3)=[CH:18][C:19]=12. The yield is 0.966. (3) The reactants are [C:1]([O:5][C:6]([N:8]1[CH2:12][CH2:11][CH2:10][CH:9]1[C:13]1[NH:14][C:15]([Br:18])=[CH:16][N:17]=1)=[O:7])([CH3:4])([CH3:3])[CH3:2].[H-].[Na+].[CH3:21][Si:22]([CH2:25][CH2:26][O:27][CH2:28]Cl)([CH3:24])[CH3:23]. The catalyst is CN(C=O)C. The product is [C:1]([O:5][C:6]([N:8]1[CH2:12][CH2:11][CH2:10][CH:9]1[C:13]1[N:14]([CH2:28][O:27][CH2:26][CH2:25][Si:22]([CH3:24])([CH3:23])[CH3:21])[C:15]([Br:18])=[CH:16][N:17]=1)=[O:7])([CH3:4])([CH3:2])[CH3:3]. The yield is 0.830.